Task: Predict the reaction yield, written as a fraction of the theoretical maximum amount of product (1.0 means a 100% yield; for example, 0.34 means a 34% yield).. Dataset: Reaction yield outcomes from USPTO patents with 853,638 reactions (1) The reactants are [C:1]1([CH2:7][CH2:8][CH2:9][C:10]([OH:12])=O)[CH:6]=[CH:5][CH:4]=[CH:3][CH:2]=1.C1C=CC2N(O)N=NC=2C=1.C(Cl)CCl.Cl.[CH2:28]([O:30][C:31](=[O:46])[CH:32]([NH:34][C:35]([CH:37]1[CH2:41][CH2:40][CH2:39][N:38]1[C:42](=[O:45])[CH2:43][NH2:44])=[O:36])[CH3:33])[CH3:29].CCN(CC)CC. The catalyst is CN(C=O)C.C(Cl)Cl. The product is [CH2:28]([O:30][C:31](=[O:46])[CH:32]([NH:34][C:35]([CH:37]1[CH2:41][CH2:40][CH2:39][N:38]1[C:42](=[O:45])[CH2:43][NH:44][C:10](=[O:12])[CH2:9][CH2:8][CH2:7][C:1]1[CH:2]=[CH:3][CH:4]=[CH:5][CH:6]=1)=[O:36])[CH3:33])[CH3:29]. The yield is 0.370. (2) The reactants are [F:1][C:2]1[CH:10]=[C:9]([C:11]([F:17])([F:16])[C:12]([F:15])([F:14])[F:13])[CH:8]=[CH:7][C:3]=1[C:4](O)=[O:5].S(Cl)([Cl:20])=O. No catalyst specified. The product is [F:1][C:2]1[CH:10]=[C:9]([C:11]([F:17])([F:16])[C:12]([F:15])([F:14])[F:13])[CH:8]=[CH:7][C:3]=1[C:4]([Cl:20])=[O:5]. The yield is 0.930. (3) The reactants are [SH:1][C:2]1[CH:7]=[CH:6][C:5]([OH:8])=[CH:4][CH:3]=1.[H-].[Na+].[CH3:11][O:12][C:13](=[O:18])[C:14](Br)([CH3:16])[CH3:15].O. The catalyst is CC#N. The product is [OH:8][C:5]1[CH:6]=[CH:7][C:2]([S:1][C:14]([CH3:16])([CH3:15])[C:13]([O:12][CH3:11])=[O:18])=[CH:3][CH:4]=1. The yield is 0.840. (4) The reactants are Cl.[CH3:2][S:3]([C:6]1[CH:11]=[CH:10][C:9]([C:12]2[CH:17]=[CH:16][C:15]([O:18][CH2:19][CH:20]3[CH2:25][CH2:24][NH:23][CH2:22][CH2:21]3)=[CH:14][CH:13]=2)=[CH:8][CH:7]=1)(=[O:5])=[O:4].C([O-])([O-])=O.[K+].[K+].O.[O:33]1[C:35]2([CH2:40][CH2:39][CH2:38][CH2:37][CH2:36]2)[CH2:34]1. The catalyst is CCO. The product is [CH3:2][S:3]([C:6]1[CH:7]=[CH:8][C:9]([C:12]2[CH:17]=[CH:16][C:15]([O:18][CH2:19][CH:20]3[CH2:25][CH2:24][N:23]([CH2:34][C:35]4([OH:33])[CH2:40][CH2:39][CH2:38][CH2:37][CH2:36]4)[CH2:22][CH2:21]3)=[CH:14][CH:13]=2)=[CH:10][CH:11]=1)(=[O:5])=[O:4]. The yield is 0.870. (5) The reactants are [CH3:1][C:2]1[S:3][C:4]([C:10]2[CH:15]=[CH:14][C:13]([F:16])=[CH:12][CH:11]=2)=[C:5]([C:7](Cl)=[O:8])[N:6]=1.[Br:17][C:18]1[C:26]2[N:25]=[C:24]([CH2:27][CH:28]3[CH2:33][CH2:32][CH2:31][CH2:30][NH:29]3)[NH:23][C:22]=2[CH:21]=[CH:20][CH:19]=1.C(N(CC)CC)C. The catalyst is ClCCl. The product is [Br:17][C:18]1[C:26]2[N:25]=[C:24]([CH2:27][CH:28]3[CH2:33][CH2:32][CH2:31][CH2:30][N:29]3[C:7]([C:5]3[N:6]=[C:2]([CH3:1])[S:3][C:4]=3[C:10]3[CH:15]=[CH:14][C:13]([F:16])=[CH:12][CH:11]=3)=[O:8])[NH:23][C:22]=2[CH:21]=[CH:20][CH:19]=1. The yield is 0.890. (6) The reactants are CC1C=CC(S([O:11][C:12]2[CH:17]=[CH:16][C:15]([C:18]3[CH:27]=[CH:26][C:25]4[C:20](=[CH:21][CH:22]=[C:23]([OH:28])[CH:24]=4)[CH:19]=3)=[C:14]([O:29][CH3:30])[CH:13]=2)(=O)=O)=CC=1.[OH-].[K+].O. The catalyst is C(O)C. The product is [OH:11][C:12]1[CH:17]=[CH:16][C:15]([C:18]2[CH:19]=[C:20]3[C:25](=[CH:26][CH:27]=2)[CH:24]=[C:23]([OH:28])[CH:22]=[CH:21]3)=[C:14]([O:29][CH3:30])[CH:13]=1. The yield is 0.940. (7) The reactants are [CH3:1][O:2][C:3](=[O:17])[C:4]1[CH:9]=[CH:8][C:7]([C:10]([F:13])([F:12])[CH3:11])=[CH:6][C:5]=1[N+:14]([O-])=O. The catalyst is CO.CCO.[Ni]. The product is [CH3:1][O:2][C:3](=[O:17])[C:4]1[CH:9]=[CH:8][C:7]([C:10]([F:12])([F:13])[CH3:11])=[CH:6][C:5]=1[NH2:14]. The yield is 0.920. (8) The catalyst is FC(F)(F)C1C=CC=CC=1.CC(N=NC(C#N)(C)C)(C#N)C. The yield is 0.500. The product is [Br:19][CH2:11][C:3]1[CH:4]=[C:5]([N+:8]([O-:10])=[O:9])[CH:6]=[CH:7][C:2]=1[F:1]. The reactants are [F:1][C:2]1[CH:7]=[CH:6][C:5]([N+:8]([O-:10])=[O:9])=[CH:4][C:3]=1[CH3:11].C1C(=O)N([Br:19])C(=O)C1. (9) The reactants are Br[CH2:2][C:3]([C:5]1[C:10]([CH3:11])=[CH:9][C:8]([S:12][C:13]2[CH:18]=[CH:17][CH:16]=[CH:15][CH:14]=2)=[CH:7][C:6]=1[CH3:19])=O.[NH2:20][C:21]([NH2:23])=[S:22]. The catalyst is CCO. The product is [CH3:19][C:6]1[CH:7]=[C:8]([S:12][C:13]2[CH:18]=[CH:17][CH:16]=[CH:15][CH:14]=2)[CH:9]=[C:10]([CH3:11])[C:5]=1[C:3]1[N:20]=[C:21]([NH2:23])[S:22][CH:2]=1. The yield is 0.880. (10) The reactants are [NH2:1][C:2]1[N:7]=[CH:6][N:5]=[C:4]2[N:8]([CH:12]([C:14]3[O:15][C:16]4[C:21]([C:22](=[O:30])[C:23]=3[C:24]3[CH:29]=[CH:28][CH:27]=[CH:26][CH:25]=3)=[CH:20][CH:19]=[CH:18][CH:17]=4)[CH3:13])[N:9]=[C:10](I)[C:3]=12.[CH3:31][C:32]1[C:40]2[C:35](=[CH:36][C:37](B3OC(C)(C)C(C)(C)O3)=[CH:38][CH:39]=2)[NH:34][N:33]=1.C(=O)([O-])[O-].[Na+].[Na+].ClCCl. The catalyst is CN(C=O)C.C(O)C.O. The product is [NH2:1][C:2]1[N:7]=[CH:6][N:5]=[C:4]2[N:8]([CH:12]([C:14]3[O:15][C:16]4[C:21]([C:22](=[O:30])[C:23]=3[C:24]3[CH:29]=[CH:28][CH:27]=[CH:26][CH:25]=3)=[CH:20][CH:19]=[CH:18][CH:17]=4)[CH3:13])[N:9]=[C:10]([C:37]3[CH:36]=[C:35]4[C:40]([C:32]([CH3:31])=[N:33][NH:34]4)=[CH:39][CH:38]=3)[C:3]=12. The yield is 0.210.